From a dataset of Forward reaction prediction with 1.9M reactions from USPTO patents (1976-2016). Predict the product of the given reaction. (1) Given the reactants Cl[C:2]1[C:11]([CH3:12])=[C:10]([Cl:13])[C:9]2[C:4](=[CH:5][C:6]([F:15])=[CH:7][C:8]=2[F:14])[N:3]=1.[CH3:16][C:17]1[CH:18]=[C:19](B(O)O)[CH:20]=[CH:21][C:22]=1[CH3:23].C(=O)([O-])[O-].[K+].[K+], predict the reaction product. The product is: [Cl:13][C:10]1[C:9]2[C:4](=[CH:5][C:6]([F:15])=[CH:7][C:8]=2[F:14])[N:3]=[C:2]([C:19]2[CH:20]=[CH:21][C:22]([CH3:23])=[C:17]([CH3:16])[CH:18]=2)[C:11]=1[CH3:12]. (2) Given the reactants [CH3:1][O:2][C:3]1[CH:4]=[C:5]2[C:10](=[CH:11][CH:12]=1)[CH:9]1[CH:13]([C:14]([O:16]CC)=[O:15])[CH:8]1[CH2:7][CH2:6]2.[OH-].[Na+], predict the reaction product. The product is: [CH3:1][O:2][C:3]1[CH:4]=[C:5]2[C:10](=[CH:11][CH:12]=1)[CH:9]1[CH:13]([C:14]([OH:16])=[O:15])[CH:8]1[CH2:7][CH2:6]2.